The task is: Predict the reaction yield, written as a fraction of the theoretical maximum amount of product (1.0 means a 100% yield; for example, 0.34 means a 34% yield).. This data is from Reaction yield outcomes from USPTO patents with 853,638 reactions. (1) The reactants are Br[CH2:2][C:3]1[CH:4]=[C:5]([CH:18]=[C:19]([CH3:21])[CH:20]=1)[O:6][C:7]1[C:12]([CH:13]([CH3:15])[CH3:14])=[C:11]([Cl:16])[N:10]=[C:9]([Cl:17])[N:8]=1.[C:22]([O-:25])(=[O:24])[CH3:23].[Na+]. The catalyst is CN(C=O)C. The product is [Cl:17][C:9]1[N:8]=[C:7]([O:6][C:5]2[CH:4]=[C:3]([CH:20]=[C:19]([CH3:21])[CH:18]=2)[CH2:2][O:25][C:22](=[O:24])[CH3:23])[C:12]([CH:13]([CH3:15])[CH3:14])=[C:11]([Cl:16])[N:10]=1. The yield is 0.730. (2) The yield is 0.820. The product is [Cl:15][C:13]1[CH:10]=[CH:9][C:8](/[CH:3]=[CH:2]/[C:1]([NH2:5])=[O:4])=[CH:7][C:23]=1[CH2:24][CH3:25]. The reactants are [C:1]([NH2:5])(=[O:4])[CH:2]=[CH2:3].Br[C:7]1C=C[C:10]([CH:13]([Cl:15])C)=[CH:9][CH:8]=1.C(N([CH2:23][CH2:24][CH3:25])CCC)CC. The catalyst is C([O-])(=O)C.[Pd+2].C([O-])(=O)C.C1(C)C=CC=CC=1P(C1C=CC=CC=1C)C1C=CC=CC=1C.CN(C=O)C. (3) The reactants are [Br:1][C:2]1[CH:3]=[N:4][CH:5]=[C:6]([OH:8])[CH:7]=1.[CH3:9][O:10][C:11](=[O:24])[CH:12](O)[CH2:13][C:14]1[C:22]2[C:17](=[CH:18][CH:19]=[CH:20][CH:21]=2)[NH:16][CH:15]=1.C1C=CC(P(C2C=CC=CC=2)C2C=CC=CC=2)=CC=1.CCOC(/N=N/C(OCC)=O)=O. No catalyst specified. The product is [CH3:9][O:10][C:11](=[O:24])[CH:12]([O:8][C:6]1[CH:5]=[N:4][CH:3]=[C:2]([Br:1])[CH:7]=1)[CH2:13][C:14]1[C:22]2[C:17](=[CH:18][CH:19]=[CH:20][CH:21]=2)[NH:16][CH:15]=1. The yield is 0.940. (4) The reactants are [C:1]([O:5][C:6](=[O:18])[NH:7][C:8]1[CH:13]=[CH:12][N:11]=[C:10](Cl)[C:9]=1[CH2:15][CH2:16]O)([CH3:4])([CH3:3])[CH3:2].CC[N:21](CC)CC.CS(Cl)(=O)=O. The catalyst is C(Cl)Cl.O. The product is [C:1]([O:5][C:6]([N:7]1[C:8]2[CH:13]=[CH:12][N:11]=[C:10]([NH2:21])[C:9]=2[CH2:15][CH2:16]1)=[O:18])([CH3:4])([CH3:3])[CH3:2]. The yield is 0.100. (5) The reactants are [F:1][C:2]1([F:23])[O:6][C:5]2[CH:7]=[CH:8][CH:9]=[C:10]([N:11]3[CH:16]=[C:15]([O:17][CH3:18])[C:14](=[O:19])[C:13]([C:20](O)=[O:21])=[N:12]3)[C:4]=2[O:3]1.C1C=CC2N(O)N=NC=2C=1.CCN=C=NCCCN(C)C.Cl.[CH3:46][NH:47][O:48][CH3:49].CCN(CC)CC. The catalyst is CN(C=O)C.O. The product is [F:23][C:2]1([F:1])[O:6][C:5]2[CH:7]=[CH:8][CH:9]=[C:10]([N:11]3[CH:16]=[C:15]([O:17][CH3:18])[C:14](=[O:19])[C:13]([C:20]([N:47]([O:48][CH3:49])[CH3:46])=[O:21])=[N:12]3)[C:4]=2[O:3]1. The yield is 0.620. (6) The reactants are C1C(=O)N([Br:8])C(=O)C1.[C:9]([O:13][C:14]([NH:16][N:17]1[CH:21]=[CH:20][N:19]=[C:18]1[C:22]([O:24][CH2:25][CH3:26])=[O:23])=[O:15])([CH3:12])([CH3:11])[CH3:10].C(=O)(O)[O-].[Na+]. The catalyst is CN(C=O)C. The product is [Br:8][C:20]1[N:19]=[C:18]([C:22]([O:24][CH2:25][CH3:26])=[O:23])[N:17]([NH:16][C:14]([O:13][C:9]([CH3:12])([CH3:11])[CH3:10])=[O:15])[CH:21]=1. The yield is 0.523. (7) The reactants are [Cl:1][C:2]1[CH:7]=[C:6]([C:8]([F:11])([F:10])[F:9])[CH:5]=[C:4]([Cl:12])[C:3]=1[NH:13][N:14]=[C:15]([CH2:18][C:19]#[N:20])[C:16]#[N:17].[C-]#N.[Na+].O.C(=O)(O)[O-].[Na+]. The catalyst is C(O)(=O)C. The product is [Cl:1][C:2]1[CH:7]=[C:6]([C:8]([F:10])([F:11])[F:9])[CH:5]=[C:4]([Cl:12])[C:3]=1[NH:13][NH:14][CH:15]([CH2:18][C:19]#[N:20])[C:16]#[N:17]. The yield is 0.400. (8) The product is [CH:36]1([C:39]2[CH:40]=[CH:41][C:42]([C:43]([NH:26][CH2:25][C:3]3[CH:4]=[CH:5][C:6]([C:8]4[CH:13]=[CH:12][N:11]=[C:10]5[NH:14][C:15]([C:17]6[CH:22]=[CH:21][C:20]([O:23][CH3:24])=[CH:19][CH:18]=6)=[N:16][C:9]=45)=[CH:7][C:2]=3[F:1])=[O:44])=[CH:46][CH:47]=2)[CH2:37][CH2:38]1. The reactants are [F:1][C:2]1[CH:7]=[C:6]([C:8]2[CH:13]=[CH:12][N:11]=[C:10]3[NH:14][C:15]([C:17]4[CH:22]=[CH:21][C:20]([O:23][CH3:24])=[CH:19][CH:18]=4)=[N:16][C:9]=23)[CH:5]=[CH:4][C:3]=1[CH2:25][NH2:26].CCN(C(C)C)C(C)C.[CH:36]1([C:39]2[CH:47]=[CH:46][C:42]([C:43](Cl)=[O:44])=[CH:41][CH:40]=2)[CH2:38][CH2:37]1. The catalyst is O1CCCC1. The yield is 0.210.